Task: Predict the reactants needed to synthesize the given product.. Dataset: Full USPTO retrosynthesis dataset with 1.9M reactions from patents (1976-2016) (1) Given the product [CH3:1][O:2][C:3](=[O:16])[C:4]1[CH:12]=[CH:11][C:7]([C:8]([O:10][C:18]([CH3:20])([CH3:19])[CH3:17])=[O:9])=[CH:6][C:5]=1[N+:13]([O-:15])=[O:14], predict the reactants needed to synthesize it. The reactants are: [CH3:1][O:2][C:3](=[O:16])[C:4]1[CH:12]=[CH:11][C:7]([C:8]([OH:10])=[O:9])=[CH:6][C:5]=1[N+:13]([O-:15])=[O:14].[CH3:17][C:18](=[CH2:20])[CH3:19]. (2) Given the product [F:1][C:2]([F:30])([F:29])[C:3]1[CH:4]=[C:5]([C@H:13]2[O:17][C:16](=[O:18])[N:15]([CH2:19][C:20]3[C:25]([C:34]4[CH:33]=[C:32]([Cl:31])[CH:37]=[CH:36][C:35]=4[O:41][CH3:42])=[CH:24][CH:23]=[C:22]([Cl:27])[N:21]=3)[C@H:14]2[CH3:28])[CH:6]=[C:7]([C:9]([F:12])([F:11])[F:10])[CH:8]=1, predict the reactants needed to synthesize it. The reactants are: [F:1][C:2]([F:30])([F:29])[C:3]1[CH:4]=[C:5]([C@H:13]2[O:17][C:16](=[O:18])[N:15]([CH2:19][C:20]3[C:25](Br)=[CH:24][CH:23]=[C:22]([Cl:27])[N:21]=3)[C@H:14]2[CH3:28])[CH:6]=[C:7]([C:9]([F:12])([F:11])[F:10])[CH:8]=1.[Cl:31][C:32]1[CH:33]=[CH:34][C:35]([O:41][CH3:42])=[C:36](B(O)O)[CH:37]=1.C([O-])([O-])=O.[K+].[K+].O.